From a dataset of Reaction yield outcomes from USPTO patents with 853,638 reactions. Predict the reaction yield, written as a fraction of the theoretical maximum amount of product (1.0 means a 100% yield; for example, 0.34 means a 34% yield). (1) The reactants are [C:1]([NH:4][C@H:5]([C:26]1[CH:31]=[CH:30][CH:29]=[CH:28][CH:27]=1)[CH2:6][CH2:7][N:8]1[CH2:13][CH2:12][CH:11]([C:14]2[CH:15]=[C:16]([NH:20][C:21](=[O:25])[CH:22]([CH3:24])[CH3:23])[CH:17]=[CH:18][CH:19]=2)[CH2:10][CH2:9]1)(=[O:3])[CH3:2].N[C@H:33](C1C=CC=CC=1)CCN1CCC(C2C=C(NC(=O)C(C)C)C=CC=2)CC1.C(Cl)(=O)CC. The yield is 0.970. No catalyst specified. The product is [CH3:23][CH:22]([CH3:24])[C:21]([NH:20][C:16]1[CH:17]=[CH:18][CH:19]=[C:14]([CH:11]2[CH2:12][CH2:13][N:8]([CH2:7][CH2:6][C@@H:5]([C:26]3[CH:27]=[CH:28][CH:29]=[CH:30][CH:31]=3)[NH:4][C:1](=[O:3])[CH2:2][CH3:33])[CH2:9][CH2:10]2)[CH:15]=1)=[O:25]. (2) The reactants are CC1C=CC(S(O[C@H:12]([CH2:15][CH:16]([CH3:21])[CH2:17][CH2:18][CH:19]=[CH2:20])[CH2:13][CH3:14])(=O)=O)=CC=1.[CH2:22]([O:24][C:25](=[O:41])[CH2:26][N:27]=[C:28]([C:35]1[CH:40]=[CH:39][CH:38]=[CH:37][CH:36]=1)[C:29]1[CH:34]=[CH:33][CH:32]=[CH:31][CH:30]=1)[CH3:23].C[Si]([N-][Si](C)(C)C)(C)C.[Li+]. The catalyst is C1(C)C=CC=CC=1. The product is [C:29]1([C:28](=[N:27][CH:26]([C@H:12]([CH2:13][CH3:14])[CH2:15][CH:16]([CH3:21])[CH2:17][CH2:18][CH:19]=[CH2:20])[C:25]([O:24][CH2:22][CH3:23])=[O:41])[C:35]2[CH:40]=[CH:39][CH:38]=[CH:37][CH:36]=2)[CH:30]=[CH:31][CH:32]=[CH:33][CH:34]=1. The yield is 0.357.